Task: Predict the reactants needed to synthesize the given product.. Dataset: Full USPTO retrosynthesis dataset with 1.9M reactions from patents (1976-2016) (1) The reactants are: [Br:1][C:2]1[CH:10]=[C:9]2[C:5]([CH2:6][N:7]([C@H:12]([CH:17](C)C)[C:13]([O:15][CH3:16])=[O:14])[C:8]2=[O:11])=[CH:4][CH:3]=1.Cl.COC(=O)[C@H](C)N. Given the product [Br:1][C:2]1[CH:10]=[C:9]2[C:5]([CH2:6][N:7]([C@@H:12]([CH3:17])[C:13]([O:15][CH3:16])=[O:14])[C:8]2=[O:11])=[CH:4][CH:3]=1, predict the reactants needed to synthesize it. (2) Given the product [CH3:27][O:28][C:29]1[CH:35]=[CH:34][C:32]([NH:33][CH2:19][C:20]2[CH:25]=[CH:24][N:23]=[CH:22][CH:21]=2)=[CH:31][CH:30]=1, predict the reactants needed to synthesize it. The reactants are: CC1NC(C)=C(C(OCC)=O)CC=1C(OCC)=O.[CH:19](=O)[C:20]1[CH:25]=[CH:24][N:23]=[CH:22][CH:21]=1.[CH3:27][O:28][C:29]1[CH:35]=[CH:34][C:32]([NH2:33])=[CH:31][CH:30]=1. (3) Given the product [CH2:1]([O:4][N:5]([C@H:18]1[CH2:23][N:22]([C:24]([O:26][C:27]([CH3:29])([CH3:28])[CH3:30])=[O:25])[C@H:21]([CH2:31][OH:32])[CH:20]=[C:19]1[CH3:40])[S:6]([C:9]1[CH:14]=[CH:13][CH:12]=[CH:11][C:10]=1[N+:15]([O-:17])=[O:16])(=[O:8])=[O:7])[CH:2]=[CH2:3], predict the reactants needed to synthesize it. The reactants are: [CH2:1]([O:4][N:5]([C@H:18]1[CH2:23][N:22]([C:24]([O:26][C:27]([CH3:30])([CH3:29])[CH3:28])=[O:25])[C@H:21]([CH2:31][O:32][Si](C(C)(C)C)(C)C)[CH:20]=[C:19]1[CH3:40])[S:6]([C:9]1[CH:14]=[CH:13][CH:12]=[CH:11][C:10]=1[N+:15]([O-:17])=[O:16])(=[O:8])=[O:7])[CH:2]=[CH2:3].[F-].C([N+](CCCC)(CCCC)CCCC)CCC.